This data is from Full USPTO retrosynthesis dataset with 1.9M reactions from patents (1976-2016). The task is: Predict the reactants needed to synthesize the given product. Given the product [CH3:17][C:18]1[C:19]2[N:20]([N:25]=[C:26]([C:28](=[O:29])[CH2:2][C:1]([O:4][C:5]([CH3:8])([CH3:7])[CH3:6])=[O:3])[CH:27]=2)[CH:21]=[C:22]([CH3:24])[N:23]=1, predict the reactants needed to synthesize it. The reactants are: [C:1]([O:4][C:5]([CH3:8])([CH3:7])[CH3:6])(=[O:3])[CH3:2].[Li+].CC([N-]C(C)C)C.[CH3:17][C:18]1[C:19]2[N:20]([N:25]=[C:26]([C:28](OCC)=[O:29])[CH:27]=2)[CH:21]=[C:22]([CH3:24])[N:23]=1.